Dataset: Reaction yield outcomes from USPTO patents with 853,638 reactions. Task: Predict the reaction yield, written as a fraction of the theoretical maximum amount of product (1.0 means a 100% yield; for example, 0.34 means a 34% yield). The reactants are [NH2:1][C:2]1[CH:7]=[C:6]([Cl:8])[C:5]([CH3:9])=[CH:4][C:3]=1[NH:10][CH:11]1[CH2:16][CH2:15][N:14]([C@H:17]2[CH2:22][CH2:21][C@H:20]([O:23][CH3:24])[CH2:19][CH2:18]2)[CH2:13][CH2:12]1.C(N(C(C)C)CC)(C)C.Cl[C:35](Cl)([O:37]C(=O)OC(Cl)(Cl)Cl)Cl.C([O-])(O)=O.[Na+].N1C(=O)N=C2C=CC=CC=12. The catalyst is ClCCl.O. The product is [ClH:8].[Cl:8][C:6]1[C:5]([CH3:9])=[CH:4][C:3]2[N:10]([CH:11]3[CH2:12][CH2:13][N:14]([C@H:17]4[CH2:22][CH2:21][C@H:20]([O:23][CH3:24])[CH2:19][CH2:18]4)[CH2:15][CH2:16]3)[C:35](=[O:37])[NH:1][C:2]=2[CH:7]=1. The yield is 0.590.